From a dataset of Reaction yield outcomes from USPTO patents with 853,638 reactions. Predict the reaction yield, written as a fraction of the theoretical maximum amount of product (1.0 means a 100% yield; for example, 0.34 means a 34% yield). (1) The reactants are Cl.FC1C=C(C=CC=1)CN1C=C(C2C3C(=NC=C(C4C=CC(C5CCNCC5)=CC=4)C=3)N(S(C3C=CC(C)=CC=3)(=O)=O)C=2)C=N1.[CH:46]1([C:49]([N:51]2[CH2:56][CH2:55][N:54]([C:57]3[CH:62]=[CH:61][C:60]([C:63]4[CH:64]=[C:65]5[C:71]([C:72]6[CH:73]=[N:74][N:75]([CH2:77][C:78]7[CH:83]=[CH:82][CH:81]=[C:80]([F:84])[CH:79]=7)[CH:76]=6)=[CH:70][N:69](S(C6C=CC(C)=CC=6)(=O)=O)[C:66]5=[N:67][CH:68]=4)=[CH:59][N:58]=3)[CH2:53][CH2:52]2)=[O:50])[CH2:48][CH2:47]1.[OH-].[Li+]. The catalyst is C1COCC1.CO.O. The product is [CH:46]1([C:49]([N:51]2[CH2:56][CH2:55][N:54]([C:57]3[CH:62]=[CH:61][C:60]([C:63]4[CH:64]=[C:65]5[C:71]([C:72]6[CH:73]=[N:74][N:75]([CH2:77][C:78]7[CH:83]=[CH:82][CH:81]=[C:80]([F:84])[CH:79]=7)[CH:76]=6)=[CH:70][NH:69][C:66]5=[N:67][CH:68]=4)=[CH:59][N:58]=3)[CH2:53][CH2:52]2)=[O:50])[CH2:48][CH2:47]1. The yield is 0.545. (2) The reactants are [Cl:1][C:2]1[CH:7]=[CH:6][CH:5]=[CH:4][C:3]=1[C:8]1[N:26]([CH2:27][C@H:28]2C[CH2:32][CH2:31][N:30]([C:34]([O:36][C:37]([CH3:40])([CH3:39])[CH3:38])=[O:35])[CH2:29]2)[C:11]2[N:12]=[C:13]([NH:16][CH2:17][C:18]3[CH:23]=[CH:22][C:21]([F:24])=[C:20]([F:25])[CH:19]=3)[N:14]=[CH:15][C:10]=2[CH:9]=1.ClC1N=CC2C=C(C3C=CC=CC=3Cl)N(CC3[O:64]CCN(C(OC(C)(C)C)=O)C3)C=2N=1. No catalyst specified. The product is [Cl:1][C:2]1[CH:7]=[CH:6][CH:5]=[CH:4][C:3]=1[C:8]1[N:26]([CH2:27][CH:28]2[O:64][CH2:32][CH2:31][N:30]([C:34]([O:36][C:37]([CH3:39])([CH3:38])[CH3:40])=[O:35])[CH2:29]2)[C:11]2[N:12]=[C:13]([NH:16][CH2:17][C:18]3[CH:23]=[CH:22][C:21]([F:24])=[C:20]([F:25])[CH:19]=3)[N:14]=[CH:15][C:10]=2[CH:9]=1. The yield is 0.970. (3) The reactants are C(C1C=C(C=CC=1OC(C)C)C(O)=O)#N.C1C=CC2N(O)N=NC=2C=1.C(Cl)CCl.[Si](OCC1C=C(C=CN=1)C(=N)NO)(C(C)(C)C)(C)C.[Si]([O:56][CH2:57][C:58]1[CH:59]=[C:60]([CH:79]=[CH:80][N:81]=1)[C:61](=[NH:78])[NH:62][O:63][C:64](=O)[C:65]1[CH:70]=[CH:69][C:68]([O:71][CH:72]([CH3:74])[CH3:73])=[C:67]([C:75]#[N:76])[CH:66]=1)(C(C)(C)C)(C)C. The catalyst is CN(C=O)C.CO. The product is [OH:56][CH2:57][C:58]1[CH:59]=[C:60]([C:61]2[N:78]=[C:64]([C:65]3[CH:70]=[CH:69][C:68]([O:71][CH:72]([CH3:74])[CH3:73])=[C:67]([CH:66]=3)[C:75]#[N:76])[O:63][N:62]=2)[CH:79]=[CH:80][N:81]=1. The yield is 0.0800.